This data is from Reaction yield outcomes from USPTO patents with 853,638 reactions. The task is: Predict the reaction yield, written as a fraction of the theoretical maximum amount of product (1.0 means a 100% yield; for example, 0.34 means a 34% yield). (1) The reactants are [OH-].[Na+].[F:3][C:4]1[CH:9]=[CH:8][C:7]([C:10]2[O:11][C:12]3[CH:22]=[C:21]([NH:23][S:24]([CH3:27])(=[O:26])=[O:25])[C:20]([O:28][CH:29]([CH3:31])[CH3:30])=[CH:19][C:13]=3[C:14]=2[C:15]([O:17]C)=[O:16])=[CH:6][CH:5]=1. The catalyst is CCO.C1COCC1. The product is [F:3][C:4]1[CH:5]=[CH:6][C:7]([C:10]2[O:11][C:12]3[CH:22]=[C:21]([NH:23][S:24]([CH3:27])(=[O:25])=[O:26])[C:20]([O:28][CH:29]([CH3:31])[CH3:30])=[CH:19][C:13]=3[C:14]=2[C:15]([OH:17])=[O:16])=[CH:8][CH:9]=1. The yield is 0.960. (2) The reactants are [OH:1][CH2:2][CH:3]([CH2:5][OH:6])[OH:4].[C:7]([OH:20])(=O)[CH2:8][CH2:9][CH2:10][CH2:11][CH2:12][CH2:13][CH2:14][CH2:15][CH2:16][CH2:17][CH3:18]. The catalyst is [Pd]. The product is [CH2:18]([O:1][CH2:2][CH:3]([CH2:5][OH:6])[OH:4])[CH2:17][CH2:16][CH2:15][CH2:14][CH2:13][CH2:12][CH2:11][CH2:10][CH2:9][CH2:8][CH3:7].[CH3:2][CH2:3][O:20][CH2:7][CH3:8]. The yield is 0.420. (3) No catalyst specified. The product is [F:31][C:30]([F:33])([F:32])[C:28]([OH:34])=[O:29].[C:1]([C:5]1[N:6]([CH3:27])[CH:7]=[C:8]([C:10]2[CH:15]=[CH:14][N:13]=[C:12]3[NH:16][CH:17]=[CH:18][C:11]=23)[N:9]=1)([CH3:4])([CH3:2])[CH3:3]. The yield is 0.900. The reactants are [C:1]([C:5]1[N:6]([CH3:27])[CH:7]=[C:8]([C:10]2[CH:15]=[CH:14][N:13]=[C:12]3[N:16](OCC[Si](C)(C)C)[C:17](C)=[CH:18][C:11]=23)[N:9]=1)([CH3:4])([CH3:3])[CH3:2].[C:28]([OH:34])([C:30]([F:33])([F:32])[F:31])=[O:29].CO.[NH4+].[OH-]. (4) The reactants are [C:1]([O:5][C:6](=[O:29])[NH:7][CH:8]1[CH2:13][CH2:12][N:11]([C:14]2[N:22]=[CH:21][N:20]=[C:19]3[C:15]=2[N:16]=[CH:17][N:18]3[CH:23]2[CH2:28][CH2:27][CH2:26][CH2:25][O:24]2)[CH2:10][CH2:9]1)([CH3:4])([CH3:3])[CH3:2].[H-].[Na+].[CH3:32]I.O. The catalyst is CN(C)C=O.C(OCC)(=O)C. The product is [C:1]([O:5][C:6](=[O:29])[N:7]([CH3:32])[CH:8]1[CH2:9][CH2:10][N:11]([C:14]2[N:22]=[CH:21][N:20]=[C:19]3[C:15]=2[N:16]=[CH:17][N:18]3[CH:23]2[CH2:28][CH2:27][CH2:26][CH2:25][O:24]2)[CH2:12][CH2:13]1)([CH3:4])([CH3:2])[CH3:3]. The yield is 0.730. (5) The reactants are [CH:1]([N:4]1[C:9]2=[N:10][C:11]([Sn](C)(C)C)=[CH:12][N:13]=[C:8]2[NH:7][CH2:6][C:5]1=[O:18])([CH3:3])[CH3:2].Br[C:20]1[C:25]([CH3:26])=[CH:24][C:23]([C:27]2[N:31]=[CH:30][N:29]([CH:32]3[CH2:37][CH2:36][CH2:35][CH2:34][O:33]3)[N:28]=2)=[C:22]([F:38])[CH:21]=1. The catalyst is CN(C)C=O.Cl[Pd](Cl)([P](C1C=CC=CC=1)(C1C=CC=CC=1)C1C=CC=CC=1)[P](C1C=CC=CC=1)(C1C=CC=CC=1)C1C=CC=CC=1. The product is [F:38][C:22]1[C:23]([C:27]2[N:31]=[CH:30][N:29]([CH:32]3[CH2:37][CH2:36][CH2:35][CH2:34][O:33]3)[N:28]=2)=[CH:24][C:25]([CH3:26])=[C:20]([C:11]2[N:10]=[C:9]3[N:4]([CH:1]([CH3:3])[CH3:2])[C:5](=[O:18])[CH2:6][NH:7][C:8]3=[N:13][CH:12]=2)[CH:21]=1. The yield is 0.520. (6) The reactants are [CH2:1]([NH:5][C:6](=[N:10][C:11]1[CH:16]=[CH:15][C:14]([N+:17]([O-:19])=[O:18])=[CH:13][C:12]=1[CH3:20])[CH:7]([CH3:9])[CH3:8])[CH:2]([CH3:4])[CH3:3].[H-].[Na+].[CH3:23]I. The catalyst is CN(C=O)C.C(Cl)Cl. The product is [CH2:1]([N:5]([CH3:23])[C:6](=[N:10][C:11]1[CH:16]=[CH:15][C:14]([N+:17]([O-:19])=[O:18])=[CH:13][C:12]=1[CH3:20])[CH:7]([CH3:9])[CH3:8])[CH:2]([CH3:4])[CH3:3]. The yield is 0.860. (7) The reactants are ClC1C=C(C=C(Cl)C=1N1C=C2C=NC=C(Cl)C2=N1)C#N.[N:21]([C:24]1[C:29]([Br:30])=[CH:28][N:27]=[CH:26][C:25]=1/[CH:31]=[N:32]/[C:33]1[C:38]([Cl:39])=[CH:37][CH:36]=[CH:35][C:34]=1[Cl:40])=[N+]=[N-]. The catalyst is C1(C)C=CC=CC=1. The product is [Br:30][C:29]1[C:24]2[C:25](=[CH:31][N:32]([C:33]3[C:38]([Cl:39])=[CH:37][CH:36]=[CH:35][C:34]=3[Cl:40])[N:21]=2)[CH:26]=[N:27][CH:28]=1. The yield is 0.810.